Task: Predict the reactants needed to synthesize the given product.. Dataset: Full USPTO retrosynthesis dataset with 1.9M reactions from patents (1976-2016) (1) Given the product [CH:32]1([CH2:31][O:30][C:22]2[CH:23]=[CH:24][C:25]3[O:26][CH2:27][O:28][C:29]=3[C:21]=2[C:20]2[CH:19]=[CH:18][N:17]=[C:16]3[C:12]([C:10]([NH:9][C@H:6]4[CH2:7][CH2:8][C@@H:3]([NH:2][C:41](=[O:42])[C@@H:40]([OH:39])[CH3:44])[CH2:4][CH2:5]4)=[O:11])=[C:13]([CH3:35])[NH:14][C:15]=23)[CH2:33][CH2:34]1, predict the reactants needed to synthesize it. The reactants are: Cl.[NH2:2][C@@H:3]1[CH2:8][CH2:7][C@H:6]([NH:9][C:10]([C:12]2[C:16]3=[N:17][CH:18]=[CH:19][C:20]([C:21]4[C:29]5[O:28][CH2:27][O:26][C:25]=5[CH:24]=[CH:23][C:22]=4[O:30][CH2:31][CH:32]4[CH2:34][CH2:33]4)=[C:15]3[NH:14][C:13]=2[CH3:35])=[O:11])[CH2:5][CH2:4]1.C([O:39][C@@H:40]([CH3:44])[C:41](Cl)=[O:42])(=O)C. (2) The reactants are: C[O:2][C:3]([C:5]1[CH:14]=[CH:13][C:12]2[C:7](=[CH:8][CH:9]=[CH:10][CH:11]=2)[C:6]=1[O:15][CH2:16][CH2:17][O:18][C:19]1[CH:24]=[CH:23][CH:22]=[CH:21][CH:20]=1)=[O:4].[OH-].[Na+].CO. Given the product [O:18]([CH2:17][CH2:16][O:15][C:6]1[C:7]2[C:12](=[CH:11][CH:10]=[CH:9][CH:8]=2)[CH:13]=[CH:14][C:5]=1[C:3]([OH:4])=[O:2])[C:19]1[CH:24]=[CH:23][CH:22]=[CH:21][CH:20]=1, predict the reactants needed to synthesize it. (3) Given the product [CH2:1]([C:3]1([C:26]([O:28][CH3:29])=[O:27])[NH:4][CH2:5][CH2:6][N:7]([C:9]([O:11][C:12]([CH3:15])([CH3:13])[CH3:14])=[O:10])[CH2:8]1)[CH3:2], predict the reactants needed to synthesize it. The reactants are: [CH2:1]([C:3]1([C:26]([O:28][CH3:29])=[O:27])[CH2:8][N:7]([C:9]([O:11][C:12]([CH3:15])([CH3:14])[CH3:13])=[O:10])[CH2:6][CH2:5][N:4]1C(OCC1C=CC=CC=1)=O)[CH3:2]. (4) Given the product [Cl:1][C:2]1[CH:15]=[CH:14][C:5]([CH2:6][CH2:7][C:8]([O:10][CH3:17])=[O:9])=[C:4]([I:16])[CH:3]=1, predict the reactants needed to synthesize it. The reactants are: [Cl:1][C:2]1[CH:15]=[CH:14][C:5]([CH2:6][CH:7](C(O)=O)[C:8]([OH:10])=[O:9])=[C:4]([I:16])[CH:3]=1.[CH3:17][Si](Cl)(C)C. (5) Given the product [CH3:8][C:5]1[CH:6]=[CH:7][C:2]([C:10]#[N:11])=[N:3][CH:4]=1, predict the reactants needed to synthesize it. The reactants are: Br[C:2]1[CH:7]=[CH:6][C:5]([CH3:8])=[CH:4][N:3]=1.[Cu](C#N)[C:10]#[N:11].N.